Dataset: Catalyst prediction with 721,799 reactions and 888 catalyst types from USPTO. Task: Predict which catalyst facilitates the given reaction. (1) The catalyst class is: 1. Product: [CH2:1]([N:8]1[CH2:12][C:11]([CH3:13])([CH3:14])[CH:10]([OH:33])[C:9]1=[O:15])[C:2]1[CH:7]=[CH:6][CH:5]=[CH:4][CH:3]=1. Reactant: [CH2:1]([N:8]1[CH2:12][C:11]([CH3:14])([CH3:13])[CH2:10][C:9]1=[O:15])[C:2]1[CH:7]=[CH:6][CH:5]=[CH:4][CH:3]=1.[Li+].C[Si]([N-][Si](C)(C)C)(C)C.C1(S(N2C(C3C=CC=CC=3)O2)(=O)=[O:33])C=CC=CC=1. (2) Reactant: [NH2:1][C@@H:2]([CH2:5][CH:6]1[CH2:11][CH2:10][CH2:9][CH2:8][CH2:7]1)[CH2:3][OH:4].[C:12]([N:16]=[C:17]=[S:18])([CH3:15])([CH3:14])[CH3:13]. Product: [C:12]([NH:16][C:17]([NH:1][C@@H:2]([CH2:5][CH:6]1[CH2:11][CH2:10][CH2:9][CH2:8][CH2:7]1)[CH2:3][OH:4])=[S:18])([CH3:15])([CH3:14])[CH3:13]. The catalyst class is: 8. (3) Reactant: [CH2:1]([O:3][C:4]1[CH:5]=[C:6]([CH:12]([C:14]2[CH:19]=[CH:18][CH:17]=[C:16]([N:20]3[CH:24]=[CH:23][CH:22]=[CH:21]3)[CH:15]=2)[OH:13])[CH:7]=[CH:8][C:9]=1[O:10][CH3:11])[CH3:2]. Product: [CH2:1]([O:3][C:4]1[CH:5]=[C:6]([C:12]([C:14]2[CH:19]=[CH:18][CH:17]=[C:16]([N:20]3[CH:24]=[CH:23][CH:22]=[CH:21]3)[CH:15]=2)=[O:13])[CH:7]=[CH:8][C:9]=1[O:10][CH3:11])[CH3:2]. The catalyst class is: 177. (4) Reactant: Cl[C:2]1[C:7]([CH:8]([O:13][C:14]([CH3:17])([CH3:16])[CH3:15])[C:9]([O:11][CH3:12])=[O:10])=[C:6]([CH3:18])[N:5]=[C:4]2[S:19][C:20]3[CH2:25][CH2:24][CH2:23][CH2:22][C:21]=3[C:3]=12.C(=O)([O-])[O-].[K+].[K+].[N:32]1[CH:37]=[CH:36][CH:35]=[C:34](B(O)O)[CH:33]=1.C(OCC)(=O)C. Product: [CH3:18][C:6]1[N:5]=[C:4]2[S:19][C:20]3[CH2:25][CH2:24][CH2:23][CH2:22][C:21]=3[C:3]2=[C:2]([C:34]2[CH:33]=[N:32][CH:37]=[CH:36][CH:35]=2)[C:7]=1[CH:8]([O:13][C:14]([CH3:17])([CH3:16])[CH3:15])[C:9]([O:11][CH3:12])=[O:10]. The catalyst class is: 659.